From a dataset of Reaction yield outcomes from USPTO patents with 853,638 reactions. Predict the reaction yield, written as a fraction of the theoretical maximum amount of product (1.0 means a 100% yield; for example, 0.34 means a 34% yield). (1) The reactants are [NH2:1][C:2]1[CH:7]=[CH:6][C:5]([C:8]2([C:14]#[N:15])[CH2:13][CH2:12][CH2:11][CH2:10][CH2:9]2)=[CH:4][CH:3]=1.[CH3:16][O:17][C:18]1[CH:19]=[C:20]([CH:24]=[CH:25][C:26]=1[O:27][CH3:28])[C:21](Cl)=[O:22].C(N(CC)CC)C. The catalyst is C(Cl)Cl. The product is [C:14]([C:8]1([C:5]2[CH:4]=[CH:3][C:2]([NH:1][C:21](=[O:22])[C:20]3[CH:24]=[CH:25][C:26]([O:27][CH3:28])=[C:18]([O:17][CH3:16])[CH:19]=3)=[CH:7][CH:6]=2)[CH2:13][CH2:12][CH2:11][CH2:10][CH2:9]1)#[N:15]. The yield is 0.160. (2) The reactants are [Cl:1][C:2]1[CH:7]=[CH:6][C:5]([NH2:8])=[C:4]([N+:9]([O-:11])=[O:10])[CH:3]=1.[I:12]I. The catalyst is C(O)C.[N+]([O-])([O-])=O.[Ag+]. The product is [NH2:8][C:5]1[C:4]([N+:9]([O-:11])=[O:10])=[CH:3][C:2]([Cl:1])=[CH:7][C:6]=1[I:12]. The yield is 0.690. (3) The reactants are [CH:1]1([CH2:4][O:5][C:6](=[O:27])[CH:7]([C:12]2[CH:17]=[C:16]([O:18][CH2:19][CH:20]3[CH2:22][CH2:21]3)[C:15]([N+:23]([O-])=O)=[CH:14][C:13]=2[F:26])[CH2:8][CH:9]([CH3:11])[CH3:10])[CH2:3][CH2:2]1. The catalyst is CCO.[Pd]. The product is [CH:1]1([CH2:4][O:5][C:6](=[O:27])[CH:7]([C:12]2[CH:17]=[C:16]([O:18][CH2:19][CH:20]3[CH2:21][CH2:22]3)[C:15]([NH2:23])=[CH:14][C:13]=2[F:26])[CH2:8][CH:9]([CH3:11])[CH3:10])[CH2:2][CH2:3]1. The yield is 0.720. (4) The reactants are [C:1]([O:5][C:6]([C:8]1[C:12]([CH3:13])=[C:11]([C:14](=[O:24])[NH:15][CH2:16][CH2:17][CH2:18][CH2:19][CH2:20][CH2:21][CH2:22][CH3:23])[S:10][C:9]=1[NH:25][C:26]([NH:28][CH2:29][CH2:30][CH2:31][CH2:32][CH2:33][CH2:34][CH2:35][CH3:36])=[O:27])=[O:7])([CH3:4])([CH3:3])[CH3:2].[CH2:37](N)[CH2:38][CH2:39][CH2:40][CH2:37][CH2:38][CH2:39][CH3:40]. The catalyst is CCOC(C)=O. The product is [C:1]([O:5][C:6]([C:8]1[C:12]([CH3:13])=[C:11]([C:14](=[O:24])[NH:15][CH2:16][CH2:17][CH2:18][CH2:19][CH2:20][CH2:21][CH2:22][CH3:23])[S:10][C:9]=1[NH:25][C:26]([NH:28][CH2:29][CH2:30][CH2:31][CH2:32][CH2:33][CH2:34][CH2:35][CH2:36][CH2:37][CH2:38][CH2:39][CH3:40])=[O:27])=[O:7])([CH3:4])([CH3:3])[CH3:2]. The yield is 0.810. (5) The reactants are [CH2:1]([N:8]1[C:16]2[C:11](=[CH:12][CH:13]=[CH:14][CH:15]=2)[C:10](/[CH:17]=[C:18](\[C:22]#[N:23])/[C:19]([NH2:21])=[O:20])=[C:9]1OCC)[C:2]1[CH:7]=[CH:6][CH:5]=[CH:4][CH:3]=1.[NH4+:27].[OH-]. The catalyst is CO. The product is [NH2:23][C:22]1[C:18]([C:19]([NH2:21])=[O:20])=[CH:17][C:10]2[C:11]3[C:16](=[CH:15][CH:14]=[CH:13][CH:12]=3)[N:8]([CH2:1][C:2]3[CH:7]=[CH:6][CH:5]=[CH:4][CH:3]=3)[C:9]=2[N:27]=1. The yield is 0.630.